From a dataset of hERG Central: cardiac toxicity at 1µM, 10µM, and general inhibition. Predict hERG channel inhibition at various concentrations. The drug is Cc1ccc2c(c1)C(c1ccccc1)N(C(=O)c1cc3ccccc3oc1=O)CC(=O)N2. Results: hERG_inhib (hERG inhibition (general)): blocker.